From a dataset of Full USPTO retrosynthesis dataset with 1.9M reactions from patents (1976-2016). Predict the reactants needed to synthesize the given product. (1) Given the product [CH3:1][C:2]1[C:3]([O:25][CH:26]([CH3:28])[CH3:27])=[CH:4][C:5]2[NH:9][C:8](=[O:10])[N:7]([CH:11]3[CH2:12][CH2:13][NH:14][CH2:15][CH2:16]3)[C:6]=2[CH:24]=1, predict the reactants needed to synthesize it. The reactants are: [CH3:1][C:2]1[C:3]([O:25][CH:26]([CH3:28])[CH3:27])=[CH:4][C:5]2[NH:9][C:8](=[O:10])[N:7]([CH:11]3[CH2:16][CH2:15][N:14](C(OC(C)(C)C)=O)[CH2:13][CH2:12]3)[C:6]=2[CH:24]=1.FC(F)(F)C(O)=O. (2) Given the product [Br:1][C:2]1[C:3]([Cl:12])=[CH:4][C:5]2=[N:9][O:8][N:7]=[C:6]2[CH:11]=1, predict the reactants needed to synthesize it. The reactants are: [Br:1][C:2]1[C:3]([Cl:12])=[CH:4][C:5]2[C:6]([CH:11]=1)=[N+:7]([O-])[O:8][N:9]=2.P(OCC)(OCC)OCC. (3) Given the product [CH3:1][O:2][C:3]([C:5]1[S:6][C:7]([C:22]([CH3:28])=[CH:27][CH:26]=[CH:25][CH:24]=[CH2:23])=[CH:8][C:9]=1[NH:10][CH:11]([CH3:21])[CH2:12][OH:13])=[O:4], predict the reactants needed to synthesize it. The reactants are: [CH3:1][O:2][C:3]([C:5]1[S:6][C:7]([C:22]2[CH:27]=[CH:26][CH:25]=[CH:24][CH:23]=2)=[CH:8][C:9]=1[NH:10][CH:11]([CH3:21])[CH2:12][O:13][Si](C(C)(C)C)(C)C)=[O:4].[C:28](Cl)(=O)C. (4) Given the product [CH3:27][CH:26]([O:29][C:30]1[CH:35]=[CH:34][N:33]=[C:32]([O:5][C@@H:6]2[CH2:11][CH2:10][C@@H:9]([CH3:12])[N:8]([C:13]([C:14]3[CH:19]=[CH:18][CH:17]=[CH:16][C:15]=3[N:20]3[N:24]=[CH:23][CH:22]=[N:21]3)=[O:25])[CH2:7]2)[CH:31]=1)[CH3:28], predict the reactants needed to synthesize it. The reactants are: CS([O:5][C@H:6]1[CH2:11][CH2:10][C@@H:9]([CH3:12])[N:8]([C:13](=[O:25])[C:14]2[CH:19]=[CH:18][CH:17]=[CH:16][C:15]=2[N:20]2[N:24]=[CH:23][CH:22]=[N:21]2)[CH2:7]1)(=O)=O.[CH:26]([O:29][C:30]1[CH:35]=[CH:34][N:33]=[C:32](O)[CH:31]=1)([CH3:28])[CH3:27].C(=O)([O-])[O-].[Cs+].[Cs+]. (5) The reactants are: O=C[C@@H]([C@H]([C@@H]([C@@H](CO)O)O)O)O.C1C=[N+]([C@@H]2O[C@H](COP(OP(OC[C@H]3O[C@@H](N4C5N=CN=C(N)C=5N=C4)[C@H](OP(O)(O)=O)[C@@H]3O)(O)=O)(O)=O)[C@@H](O)[C@H]2O)C=C(C(N)=O)C=1.[CH2:61]([N:68]1[CH2:72][CH2:71][C:70](=[O:73])[CH2:69]1)[C:62]1[CH:67]=[CH:66][CH:65]=[CH:64][CH:63]=1.Cl.[OH-].[Na+]. Given the product [CH2:61]([N:68]1[CH2:72][CH2:71][CH:70]([OH:73])[CH2:69]1)[C:62]1[CH:63]=[CH:64][CH:65]=[CH:66][CH:67]=1, predict the reactants needed to synthesize it. (6) Given the product [C:23]1([C:2]2[C:3]([O:17][CH2:18][C:19]([F:22])([F:21])[F:20])=[N:4][CH:5]=[C:6]([CH:16]=2)[C:7]([NH:9][C:10]2[CH:11]=[N:12][CH:13]=[CH:14][CH:15]=2)=[O:8])[CH2:27][CH2:26][CH2:25][CH:24]=1, predict the reactants needed to synthesize it. The reactants are: I[C:2]1[C:3]([O:17][CH2:18][C:19]([F:22])([F:21])[F:20])=[N:4][CH:5]=[C:6]([CH:16]=1)[C:7]([NH:9][C:10]1[CH:11]=[N:12][CH:13]=[CH:14][CH:15]=1)=[O:8].[C:23]1(B2OC(C)(C)C(C)(C)O2)[CH2:27][CH2:26][CH2:25][CH:24]=1. (7) Given the product [N+:8]([C:5]1[CH:6]=[CH:7][C:2]([O:12][CH:13]([CH3:19])[CH3:14])=[C:3]([C:11]2[O:12][C:13]3[CH:19]=[CH:18][C:17]([C:20]4[CH:25]=[CH:24][CH:23]=[CH:22][CH:21]=4)=[CH:16][C:14]=3[N:15]=2)[CH:4]=1)([O-:10])=[O:9], predict the reactants needed to synthesize it. The reactants are: F[C:2]1[CH:7]=[CH:6][C:5]([N+:8]([O-:10])=[O:9])=[CH:4][C:3]=1[C:11]1[O:12][C:13]2[CH:19]=[CH:18][C:17]([C:20]3[CH:25]=[CH:24][CH:23]=[CH:22][CH:21]=3)=[CH:16][C:14]=2[N:15]=1. (8) Given the product [C:33]([C:48]1[N:47]([CH2:43][CH2:42][OH:44])[C:50]2=[CH:51][N:15]=[C:10]([NH:9][C:38]([C:35]3([C:33]4[CH:32]=[CH:31][C:29]5[O:30][C:26]([F:25])([F:41])[O:27][C:28]=5[CH:34]=4)[CH2:36][CH2:37]3)=[O:40])[CH:11]=[C:12]2[CH:49]=1)([CH3:35])([CH3:34])[CH3:32], predict the reactants needed to synthesize it. The reactants are: CN(C(O[N:9]1N=N[C:11]2[CH:12]=CC=[N:15][C:10]1=2)=[N+](C)C)C.F[P-](F)(F)(F)(F)F.[F:25][C:26]1([F:41])[O:30][C:29]2[CH:31]=[CH:32][C:33]([C:35]3([C:38]([OH:40])=O)[CH2:37][CH2:36]3)=[CH:34][C:28]=2[O:27]1.[CH2:42]([OH:44])[CH3:43].C([N:47]([CH2:50][CH3:51])[CH2:48][CH3:49])C. (9) The reactants are: [S:1]1[C:5]2[CH:6]=[C:7]([NH:10][C:11]3[N:16]=[CH:15][C:14]([C:17]4[O:21][C:20]([CH:22]([NH:32]C(=O)OC(C)(C)C)[CH2:23][O:24][Si](C(C)(C)C)(C)C)=[N:19][N:18]=4)=[C:13]([NH:40][CH:41]([CH3:43])[CH3:42])[CH:12]=3)[CH:8]=[CH:9][C:4]=2[N:3]=[CH:2]1.CCOCC.Cl. Given the product [NH2:32][CH:22]([C:20]1[O:21][C:17]([C:14]2[CH:15]=[N:16][C:11]([NH:10][C:7]3[CH:8]=[CH:9][C:4]4[N:3]=[CH:2][S:1][C:5]=4[CH:6]=3)=[CH:12][C:13]=2[NH:40][CH:41]([CH3:43])[CH3:42])=[N:18][N:19]=1)[CH2:23][OH:24], predict the reactants needed to synthesize it.